This data is from Catalyst prediction with 721,799 reactions and 888 catalyst types from USPTO. The task is: Predict which catalyst facilitates the given reaction. Reactant: [CH3:1][O:2][C:3]([C:5]1[CH:6]=[C:7]([CH:11]=[CH:12][CH:13]=1)[C:8]([OH:10])=O)=[O:4].C(OC(Cl)=O)C.[NH:20]1[CH2:25][CH2:24][CH:23]([OH:26])[CH2:22][CH2:21]1. Product: [OH:26][CH:23]1[CH2:24][CH2:25][N:20]([C:8]([C:7]2[CH:6]=[C:5]([CH:13]=[CH:12][CH:11]=2)[C:3]([O:2][CH3:1])=[O:4])=[O:10])[CH2:21][CH2:22]1. The catalyst class is: 2.